Task: Predict the reaction yield, written as a fraction of the theoretical maximum amount of product (1.0 means a 100% yield; for example, 0.34 means a 34% yield).. Dataset: Reaction yield outcomes from USPTO patents with 853,638 reactions (1) The reactants are [F:1][C:2]1[CH:7]=[C:6]([I:8])[CH:5]=[CH:4][C:3]=1[NH:9][C:10](=O)[CH3:11].[N-:13]=[N+:14]=[N-:15].[Na+].FC(F)(F)S(OS(C(F)(F)F)(=O)=O)(=O)=O. The catalyst is C(#N)C. The product is [F:1][C:2]1[CH:7]=[C:6]([I:8])[CH:5]=[CH:4][C:3]=1[N:9]1[C:10]([CH3:11])=[N:15][N:14]=[N:13]1. The yield is 0.620. (2) The reactants are CC(OI1(OC(C)=O)(OC(C)=O)OC(=O)C2C=CC=CC1=2)=O.[NH:23]1[C:31]2[C:26](=[CH:27][CH:28]=[C:29]([CH2:32][OH:33])[CH:30]=2)[CH:25]=[CH:24]1.[OH-].[Na+]. The catalyst is C(Cl)Cl. The product is [NH:23]1[C:31]2[C:26](=[CH:27][CH:28]=[C:29]([CH:32]=[O:33])[CH:30]=2)[CH:25]=[CH:24]1. The yield is 0.560. (3) The reactants are Br[C:2]1[CH:11]=[CH:10][C:9]([F:12])=[CH:8][C:3]=1[C:4]([O:6][CH3:7])=[O:5].C([Sn](CCCC)(CCCC)[C:18]1[O:19][CH:20]=[CH:21][N:22]=1)CCC. The catalyst is C1(C)C=CC=CC=1.O.C1C=CC([P]([Pd]([P](C2C=CC=CC=2)(C2C=CC=CC=2)C2C=CC=CC=2)([P](C2C=CC=CC=2)(C2C=CC=CC=2)C2C=CC=CC=2)[P](C2C=CC=CC=2)(C2C=CC=CC=2)C2C=CC=CC=2)(C2C=CC=CC=2)C2C=CC=CC=2)=CC=1. The product is [F:12][C:9]1[CH:10]=[CH:11][C:2]([C:18]2[O:19][CH:20]=[CH:21][N:22]=2)=[C:3]([CH:8]=1)[C:4]([O:6][CH3:7])=[O:5]. The yield is 0.520. (4) The reactants are [Br:1][C:2]1[CH:3]=[C:4]([CH3:11])[C:5](F)=[C:6]([CH:9]=1)[C:7]#[N:8].C(=O)([O-])[O-].[K+].[K+].[NH:18]1[CH:22]=[N:21][CH:20]=[N:19]1. The catalyst is CN(C=O)C.O. The product is [Br:1][C:2]1[CH:3]=[C:4]([CH3:11])[C:5]([N:18]2[CH:22]=[N:21][CH:20]=[N:19]2)=[C:6]([CH:9]=1)[C:7]#[N:8]. The yield is 0.490. (5) The reactants are N(C(OCC)=O)=NC(OCC)=O.[N:13]1[CH:18]=[CH:17][C:16]([CH2:19][CH2:20][OH:21])=[CH:15][CH:14]=1.C1(P(C2C=CC=CC=2)C2C=CC=CC=2)C=CC=CC=1.[Br:41][C:42]1[CH:47]=[CH:46][C:45](O)=[CH:44][CH:43]=1. The catalyst is C1COCC1. The product is [Br:41][C:42]1[CH:47]=[CH:46][C:45]([O:21][CH2:20][CH2:19][C:16]2[CH:17]=[CH:18][N:13]=[CH:14][CH:15]=2)=[CH:44][CH:43]=1. The yield is 0.462. (6) The reactants are [Cl-].O[NH3+:3].[C:4](=[O:7])([O-])[OH:5].[Na+].CS(C)=O.[CH2:13]([N:20]1[CH2:25][CH2:24][O:23][CH:22]([CH2:26][N:27]2[C:32](=[O:33])[C:31]([CH2:34][C:35]3[CH:40]=[CH:39][C:38]([C:41]4[C:42]([C:47]#[N:48])=[CH:43][CH:44]=[CH:45][CH:46]=4)=[CH:37][CH:36]=3)=[C:30]([CH2:49][CH2:50][CH2:51][CH3:52])[N:29]=[C:28]2[CH3:53])[CH2:21]1)[C:14]1[CH:19]=[CH:18][CH:17]=[CH:16][CH:15]=1. The catalyst is C(OCC)(=O)C. The product is [CH2:13]([N:20]1[CH2:25][CH2:24][O:23][CH:22]([CH2:26][N:27]2[C:32](=[O:33])[C:31]([CH2:34][C:35]3[CH:36]=[CH:37][C:38]([C:41]4[CH:46]=[CH:45][CH:44]=[CH:43][C:42]=4[C:47]4[NH:3][C:4](=[O:7])[O:5][N:48]=4)=[CH:39][CH:40]=3)=[C:30]([CH2:49][CH2:50][CH2:51][CH3:52])[N:29]=[C:28]2[CH3:53])[CH2:21]1)[C:14]1[CH:19]=[CH:18][CH:17]=[CH:16][CH:15]=1. The yield is 0.150. (7) The reactants are C1([NH:7][C:8]([C:10]2[C:11](=[O:29])[N:12]([CH2:22][C:23]3[CH:28]=[CH:27][CH:26]=[CH:25][CH:24]=3)[C:13]3[C:18]([C:19]=2O)=[CH:17][C:16]([CH3:21])=[CH:15][CH:14]=3)=O)CCCCC1.P(Cl)(Cl)([Cl:32])=O. No catalyst specified. The product is [CH2:22]([N:12]1[C:13]2[C:18](=[CH:17][C:16]([CH3:21])=[CH:15][CH:14]=2)[C:19]([Cl:32])=[C:10]([C:8]#[N:7])[C:11]1=[O:29])[C:23]1[CH:28]=[CH:27][CH:26]=[CH:25][CH:24]=1. The yield is 0.380.